The task is: Predict the reactants needed to synthesize the given product.. This data is from Full USPTO retrosynthesis dataset with 1.9M reactions from patents (1976-2016). Given the product [C:27]([C:4]1[CH:3]=[C:2]([CH3:1])[C:7]2[C:8](=[O:9])[O:10][C:11]3[C:12]([CH3:23])=[C:13]([O:21][CH3:22])[CH:14]=[C:15]([C:18]([OH:20])=[O:19])[C:16]=3[O:17][C:6]=2[C:5]=1[CH:24]=[O:25])(=[O:29])[CH3:28], predict the reactants needed to synthesize it. The reactants are: [CH3:1][C:2]1[C:7]2[C:8]([O:10][C:11]3[C:12]([CH3:23])=[C:13]([O:21][CH3:22])[CH:14]=[C:15]([C:18]([OH:20])=[O:19])[C:16]=3[O:17][C:6]=2[C:5]([CH:24]=[O:25])=[C:4](O)[CH:3]=1)=[O:9].[C:27](O)(=[O:29])[CH3:28].